From a dataset of hERG Central: cardiac toxicity at 1µM, 10µM, and general inhibition. Predict hERG channel inhibition at various concentrations. (1) The molecule is Cc1ccc(C(=O)OCCc2sc[n+](Cc3ccccc3)c2C)cc1.[Cl-]. Results: hERG_inhib (hERG inhibition (general)): blocker. (2) The molecule is CCOC(=O)c1c(CN2CCN(C)CC2)n(C)c2cc(Br)c(OC)cc12. Results: hERG_inhib (hERG inhibition (general)): blocker. (3) The drug is O=C(NC1CCCc2c1cnn2-c1cc(F)cc(F)c1)c1ccncc1. Results: hERG_inhib (hERG inhibition (general)): blocker. (4) The drug is CCCCN(C)C(=O)C1CCN(CCCc2ccccc2)CC1.O=C(O)C(=O)O. Results: hERG_inhib (hERG inhibition (general)): blocker. (5) The drug is N=c1c2c(ncn1CCN1CCOCC1)Oc1c(ccc3ccccc13)C2c1ccccc1. Results: hERG_inhib (hERG inhibition (general)): blocker. (6) The compound is CCN1CC(CN(C)Cc2nc(-c3ccc(Cl)cc3)no2)CC1=O. Results: hERG_inhib (hERG inhibition (general)): blocker. (7) The molecule is O=C(c1ccc([N+](=O)[O-])cc1)N1CCN(Cc2ccccc2)CC1. Results: hERG_inhib (hERG inhibition (general)): blocker. (8) The compound is CCn1ccnc1CN(C)Cc1nc(Cc2cccc(C(F)(F)F)c2)no1. Results: hERG_inhib (hERG inhibition (general)): blocker.